This data is from Peptide-MHC class I binding affinity with 185,985 pairs from IEDB/IMGT. The task is: Regression. Given a peptide amino acid sequence and an MHC pseudo amino acid sequence, predict their binding affinity value. This is MHC class I binding data. The peptide sequence is ILCWGELMTL. The MHC is HLA-A31:01 with pseudo-sequence HLA-A31:01. The binding affinity (normalized) is 0.304.